Dataset: Full USPTO retrosynthesis dataset with 1.9M reactions from patents (1976-2016). Task: Predict the reactants needed to synthesize the given product. (1) Given the product [CH:1]1([NH:4][C:5]2[C:10]([C:11]([OH:13])=[O:12])=[CH:9][N:8]=[C:7]3[N:16]([CH2:19][CH3:20])[N:17]=[CH:18][C:6]=23)[CH2:2][CH2:3]1, predict the reactants needed to synthesize it. The reactants are: [CH:1]1([NH:4][C:5]2[C:10]([C:11]([O:13]CC)=[O:12])=[CH:9][N:8]=[C:7]3[N:16]([CH2:19][CH3:20])[N:17]=[CH:18][C:6]=23)[CH2:3][CH2:2]1.[OH-].[Na+].O. (2) Given the product [C:1]1([C:7]2[N:11]([S:27]([C:21]3[CH:26]=[CH:25][CH:24]=[CH:23][CH:22]=3)(=[O:29])=[O:28])[CH:10]=[C:9]([C:12]([O:14][CH3:15])=[O:13])[C:8]=2[CH2:16][CH2:17][CH3:18])[CH:2]=[CH:3][CH:4]=[CH:5][CH:6]=1, predict the reactants needed to synthesize it. The reactants are: [C:1]1([C:7]2[NH:11][CH:10]=[C:9]([C:12]([O:14][CH3:15])=[O:13])[C:8]=2[CH2:16][CH2:17][CH3:18])[CH:6]=[CH:5][CH:4]=[CH:3][CH:2]=1.[H-].[Na+].[C:21]1([S:27](Cl)(=[O:29])=[O:28])[CH:26]=[CH:25][CH:24]=[CH:23][CH:22]=1. (3) Given the product [F:1][CH:2]([F:24])[O:3][C:4]1[CH:5]=[C:6]([N:10]2[CH:15]=[CH:14][C:13](=[O:16])[C:12]([C:17]3[N:32]([C:28]4[CH:29]=[CH:30][CH:31]=[C:26]([F:25])[CH:27]=4)[N:20]=[CH:19][CH:18]=3)=[N:11]2)[CH:7]=[CH:8][CH:9]=1, predict the reactants needed to synthesize it. The reactants are: [F:1][CH:2]([F:24])[O:3][C:4]1[CH:5]=[C:6]([N:10]2[CH:15]=[CH:14][C:13](=[O:16])[C:12]([C:17](=O)/[CH:18]=[CH:19]/[N:20](C)C)=[N:11]2)[CH:7]=[CH:8][CH:9]=1.[F:25][C:26]1[CH:27]=[C:28]([NH:32]N)[CH:29]=[CH:30][CH:31]=1.N([O-])=O.[Na+].[Sn](Cl)Cl. (4) Given the product [NH:20]1[CH2:19][CH2:18][CH:17]([CH2:16][NH:15][C:13]([C:12]2[CH:30]=[CH:31][C:9]([NH:8][C:7]3[O:6][C:5]([C:32]4[C:37]([F:38])=[CH:36][CH:35]=[CH:34][C:33]=4[F:39])=[N:4][C:3]=3[C:1]([NH2:2])=[O:41])=[CH:10][CH:11]=2)=[O:14])[CH2:22][CH2:21]1, predict the reactants needed to synthesize it. The reactants are: [C:1]([C:3]1[N:4]=[C:5]([C:32]2[C:37]([F:38])=[CH:36][CH:35]=[CH:34][C:33]=2[F:39])[O:6][C:7]=1[NH:8][C:9]1[CH:31]=[CH:30][C:12]([C:13]([NH:15][CH2:16][CH:17]2[CH2:22][CH2:21][N:20](C(OC(C)(C)C)=O)[CH2:19][CH2:18]2)=[O:14])=[CH:11][CH:10]=1)#[N:2].C(=O)(O)[O-:41].[Na+].[OH-].[Na+].